Dataset: Catalyst prediction with 721,799 reactions and 888 catalyst types from USPTO. Task: Predict which catalyst facilitates the given reaction. (1) Reactant: [OH:1][CH2:2][C:3]1[CH:4]=[N:5][CH:6]=[C:7]([CH2:9][OH:10])[CH:8]=1.Cl. Product: [OH:10][CH2:9][CH:7]1[CH2:6][NH:5][CH2:4][CH:3]([CH2:2][OH:1])[CH2:8]1. The catalyst class is: 14. (2) Reactant: [F:1][C:2]1[C:7]([O:8][C:9]2[CH:14]=[CH:13][CH:12]=[CH:11][CH:10]=2)=[CH:6][CH:5]=[CH:4][C:3]=1[C:15](Cl)=[O:16].[NH3:18]. Product: [F:1][C:2]1[C:7]([O:8][C:9]2[CH:14]=[CH:13][CH:12]=[CH:11][CH:10]=2)=[CH:6][CH:5]=[CH:4][C:3]=1[C:15]([NH2:18])=[O:16]. The catalyst class is: 1. (3) Reactant: [F:1][C:2]1[CH:7]=[C:6]([C:8]([F:11])([F:10])[F:9])[CH:5]=[CH:4][C:3]=1[CH:12]=[CH:13][C:14]1[O:15][CH:16]=[C:17]([CH2:19][OH:20])[N:18]=1.CC(C)([O-])C.[Na+].Cl[C:28]1[N:33]=[CH:32][C:31]([CH2:34][CH2:35][CH2:36][CH2:37][N:38]2[CH:42]=[CH:41][N:40]=[N:39]2)=[CH:30][N:29]=1.C(OCC)(=O)C. Product: [F:1][C:2]1[CH:7]=[C:6]([C:8]([F:9])([F:10])[F:11])[CH:5]=[CH:4][C:3]=1[CH:12]=[CH:13][C:14]1[O:15][CH:16]=[C:17]([CH2:19][O:20][C:28]2[N:33]=[CH:32][C:31]([CH2:34][CH2:35][CH2:36][CH2:37][N:38]3[CH:42]=[CH:41][N:40]=[N:39]3)=[CH:30][N:29]=2)[N:18]=1. The catalyst class is: 7. (4) Reactant: [H-].[Na+].[CH2:3]([O:5][CH2:6][C@H:7]([OH:12])[C:8]([O:10][CH3:11])=[O:9])[CH3:4].Cl[C:14]1[N:19]=[CH:18][N:17]=[C:16]2[N:20]([C:23]3[C:28]([C:29]([F:32])([F:31])[F:30])=[CH:27][C:26]([Cl:33])=[CH:25][N:24]=3)[N:21]=[CH:22][C:15]=12. Product: [Cl:33][C:26]1[CH:27]=[C:28]([C:29]([F:32])([F:30])[F:31])[C:23]([N:20]2[C:16]3[N:17]=[CH:18][N:19]=[C:14]([O:12][C@@H:7]([CH2:6][O:5][CH2:3][CH3:4])[C:8]([O:10][CH3:11])=[O:9])[C:15]=3[CH:22]=[N:21]2)=[N:24][CH:25]=1. The catalyst class is: 7. (5) Reactant: BrBr.[CH3:3][C:4]1[CH:5]=[CH:6][C:7]([C:14]([F:17])([F:16])[F:15])=[C:8]([NH:10][C:11]([NH2:13])=[S:12])[CH:9]=1. Product: [NH2:13][C:11]1[S:12][C:9]2[C:4]([CH3:3])=[CH:5][CH:6]=[C:7]([C:14]([F:17])([F:15])[F:16])[C:8]=2[N:10]=1. The catalyst class is: 2. (6) Reactant: [C:1]([CH:3]([CH:7]1[C:11]([Cl:12])=[C:10](Cl)C(=O)O1)[C:4]([NH2:6])=[O:5])#[N:2].Cl.[NH2:16][CH2:17][C:18]1[CH:23]=[C:22]([F:24])[CH:21]=[CH:20][C:19]=1[S:25]([NH:28][C:29]1[CH:34]=[CH:33][CH:32]=[CH:31][CH:30]=1)(=[O:27])=[O:26].C(=O)([O-])[O-].[K+].[K+]. Product: [ClH:12].[Cl:12][C:11]1[CH:7]=[C:3]([C:4]([NH2:6])=[O:5])[C:1](=[NH:2])[N:16]([CH2:17][C:18]2[CH:23]=[C:22]([F:24])[CH:21]=[CH:20][C:19]=2[S:25](=[O:27])(=[O:26])[NH:28][C:29]2[CH:34]=[CH:33][CH:32]=[CH:31][CH:30]=2)[CH:10]=1. The catalyst class is: 8.